Task: Predict the product of the given reaction.. Dataset: Forward reaction prediction with 1.9M reactions from USPTO patents (1976-2016) (1) Given the reactants [CH3:1][N:2]([CH3:11])[C:3]1[CH:8]=[CH:7][CH:6]=[CH:5][C:4]=1[CH2:9][OH:10].CC(OI1(OC(C)=O)(OC(C)=O)OC(=O)C2C=CC=CC1=2)=O.C([O-])(O)=O.[Na+], predict the reaction product. The product is: [CH3:1][N:2]([CH3:11])[C:3]1[CH:8]=[CH:7][CH:6]=[CH:5][C:4]=1[CH:9]=[O:10]. (2) Given the reactants [Br:1][C:2]1[CH:3]=[C:4]([CH:9]2[O:13][CH2:12][CH2:11][O:10]2)[CH:5]=[C:6](Br)[CH:7]=1.[Li]CCCC.B(OC)(OC)[O:20]C.C(O)(=O)C.OO.O, predict the reaction product. The product is: [Br:1][C:2]1[CH:7]=[C:6]([OH:20])[CH:5]=[C:4]([CH:9]2[O:13][CH2:12][CH2:11][O:10]2)[CH:3]=1. (3) Given the reactants Cl[C:2]1([C:13]2[CH:18]=[CH:17][CH:16]=[CH:15][C:14]=2[O:19][CH3:20])[C:10]2[C:5](=[CH:6][CH:7]=[C:8]([Cl:11])[CH:9]=2)[NH:4][C:3]1=[O:12].FC(F)(F)C(O)=O.[NH2:28][C@@H:29]([CH2:35][CH:36]([CH3:38])[CH3:37])[C:30]([N:32]([CH3:34])[CH3:33])=[O:31], predict the reaction product. The product is: [Cl:11][C:8]1[CH:9]=[C:10]2[C:5](=[CH:6][CH:7]=1)[NH:4][C:3](=[O:12])[C:2]2([NH:28][C@@H:29]([CH2:35][CH:36]([CH3:38])[CH3:37])[C:30]([N:32]([CH3:34])[CH3:33])=[O:31])[C:13]1[CH:18]=[CH:17][CH:16]=[CH:15][C:14]=1[O:19][CH3:20]. (4) Given the reactants F[C:2]1[C:7]([C:8]2[N:13]=[C:12]([CH3:14])[N:11]=[C:10]([N:15](CC3C=CC(OC)=CC=3)CC3C=CC(OC)=CC=3)[N:9]=2)=[CH:6][C:5]([CH2:34][N:35]2[CH2:40][CH2:39][O:38][CH2:37][CH2:36]2)=[CH:4][N:3]=1.[S:41]1[C:45]2[CH:46]=[CH:47][C:48]([NH2:50])=[CH:49][C:44]=2[N:43]=[CH:42]1.C[Si]([N-][Si](C)(C)C)(C)C.[Li+].FC(F)(F)C(O)=O.FC(F)(F)S(O)(=O)=O.C(=O)([O-])[O-].[Na+].[Na+], predict the reaction product. The product is: [NH2:15][C:10]1[N:11]=[C:12]([CH3:14])[N:13]=[C:8]([C:7]2[C:2]([NH:50][C:48]3[CH:47]=[CH:46][C:45]4[S:41][CH:42]=[N:43][C:44]=4[CH:49]=3)=[N:3][CH:4]=[C:5]([CH2:34][N:35]3[CH2:40][CH2:39][O:38][CH2:37][CH2:36]3)[CH:6]=2)[N:9]=1. (5) Given the reactants [Cl:1][C:2]1[CH:7]=[CH:6][C:5](/[CH:8]=[CH:9]/[CH:10]=[O:11])=[CH:4][CH:3]=1.[Cl:12]C1C=CC(I)=CC=1Cl, predict the reaction product. The product is: [Cl:12][C:7]1[CH:6]=[C:5](/[CH:8]=[CH:9]/[CH:10]=[O:11])[CH:4]=[CH:3][C:2]=1[Cl:1]. (6) Given the reactants C(O)(C(F)(F)F)=O.[Br:8][C:9]1[CH:29]=[CH:28][C:12]2[O:13][CH2:14][C:15](O)([CH3:26])[C:16]3[S:20][C:19]([C:21]([O:23][CH2:24][CH3:25])=[O:22])=[N:18][C:17]=3[C:11]=2[CH:10]=1.[SiH](CC)(CC)CC, predict the reaction product. The product is: [Br:8][C:9]1[CH:29]=[CH:28][C:12]2[O:13][CH2:14][CH:15]([CH3:26])[C:16]3[S:20][C:19]([C:21]([O:23][CH2:24][CH3:25])=[O:22])=[N:18][C:17]=3[C:11]=2[CH:10]=1. (7) The product is: [CH:5]1([CH2:9][C:10]2[N:1]=[C:2]([NH2:4])[S:3][CH:14]=2)[CH2:8][CH2:7][CH2:6]1. Given the reactants [NH2:1][C:2]([NH2:4])=[S:3].[CH:5]1([CH2:9][C:10]2N=C(C(OCC)=O)S[CH:14]=2)[CH2:8][CH2:7][CH2:6]1.O, predict the reaction product. (8) Given the reactants [C:1]([CH2:3][C:4]([C:6]1[CH:11]=[CH:10][CH:9]=[CH:8][CH:7]=1)=O)#[N:2].Cl.Cl.[CH2:14]([NH:21][NH2:22])[C:15]1[CH:20]=[CH:19][CH:18]=[CH:17][CH:16]=1.C(N(CC)CC)C, predict the reaction product. The product is: [CH2:14]([N:21]1[C:1]([NH2:2])=[CH:3][C:4]([C:6]2[CH:11]=[CH:10][CH:9]=[CH:8][CH:7]=2)=[N:22]1)[C:15]1[CH:20]=[CH:19][CH:18]=[CH:17][CH:16]=1.